This data is from Reaction yield outcomes from USPTO patents with 853,638 reactions. The task is: Predict the reaction yield, written as a fraction of the theoretical maximum amount of product (1.0 means a 100% yield; for example, 0.34 means a 34% yield). The reactants are [CH3:1][C:2]1[CH:13]=[CH:12][C:5]2[NH:6][C:7](=[O:11])[O:8][C:9](=[O:10])[C:4]=2[CH:3]=1.[H-].[Na+].[CH2:16](Br)[C:17]1[CH:22]=[CH:21][CH:20]=[CH:19][CH:18]=1. The catalyst is CN(C=O)C. The product is [CH2:16]([N:6]1[C:5]2[CH:12]=[CH:13][C:2]([CH3:1])=[CH:3][C:4]=2[C:9](=[O:10])[O:8][C:7]1=[O:11])[C:17]1[CH:22]=[CH:21][CH:20]=[CH:19][CH:18]=1. The yield is 0.970.